This data is from Full USPTO retrosynthesis dataset with 1.9M reactions from patents (1976-2016). The task is: Predict the reactants needed to synthesize the given product. (1) Given the product [C:17]([NH:4][C:3]1[CH:5]=[CH:6][CH:7]=[CH:8][C:2]=1[C:1]([NH2:10])=[O:9])(=[O:19])[CH3:18], predict the reactants needed to synthesize it. The reactants are: [C:1]([NH2:10])(=[O:9])[C:2]1[C:3](=[CH:5][CH:6]=[CH:7][CH:8]=1)[NH2:4].N1C=CC=CC=1.[C:17](Cl)(=[O:19])[CH3:18]. (2) Given the product [I:23][C:15]1[C:8]2[C:7]([C:1]3[CH:2]=[CH:3][CH:4]=[CH:5][CH:6]=3)=[N:12][CH:11]=[N:10][C:9]=2[NH:13][CH:14]=1, predict the reactants needed to synthesize it. The reactants are: [C:1]1([C:7]2[C:8]3[CH:15]=[CH:14][NH:13][C:9]=3[N:10]=[CH:11][N:12]=2)[CH:6]=[CH:5][CH:4]=[CH:3][CH:2]=1.C1C(=O)N([I:23])C(=O)C1. (3) Given the product [CH3:1][C:2]1[CH:7]=[C:6]([CH3:8])[CH:5]=[CH:4][C:3]=1[N:9]([CH2:28][CH:29]([CH3:31])[CH3:30])[S:10]([C:13]1[CH:18]=[CH:17][C:16]([O:19][CH2:20][CH:21]2[CH2:22][CH2:23][O:24][CH2:25][CH2:26]2)=[CH:15][C:14]=1[O:27][CH2:32][CH3:33])(=[O:11])=[O:12], predict the reactants needed to synthesize it. The reactants are: [CH3:1][C:2]1[CH:7]=[C:6]([CH3:8])[CH:5]=[CH:4][C:3]=1[N:9]([CH2:28][CH:29]([CH3:31])[CH3:30])[S:10]([C:13]1[CH:18]=[CH:17][C:16]([O:19][CH2:20][CH:21]2[CH2:26][CH2:25][O:24][CH2:23][CH2:22]2)=[CH:15][C:14]=1[OH:27])(=[O:12])=[O:11].[CH2:32](O)[CH3:33].C(P(CCCC)(CCCC)=CC#N)CCC. (4) Given the product [CH2:1]([O:3][C:4]([N:6]1[CH2:12][CH2:11][C:10]2[C:13]([CH3:18])=[CH:14][S:15][C:9]=2[CH2:8][CH2:7]1)=[O:5])[CH3:2], predict the reactants needed to synthesize it. The reactants are: [CH2:1]([O:3][C:4]([N:6]1[CH2:12][CH2:11][C:10]2[C:13](Br)=[CH:14][S:15][C:9]=2[CH2:8][CH2:7]1)=[O:5])[CH3:2].[Zn](C)[CH3:18].